Dataset: NCI-60 drug combinations with 297,098 pairs across 59 cell lines. Task: Regression. Given two drug SMILES strings and cell line genomic features, predict the synergy score measuring deviation from expected non-interaction effect. (1) Drug 1: CS(=O)(=O)OCCCCOS(=O)(=O)C. Drug 2: C1CCC(C(C1)N)N.C(=O)(C(=O)[O-])[O-].[Pt+4]. Cell line: NCI-H460. Synergy scores: CSS=46.2, Synergy_ZIP=-0.680, Synergy_Bliss=-0.265, Synergy_Loewe=-5.43, Synergy_HSA=0.393. (2) Drug 1: CN1CCC(CC1)COC2=C(C=C3C(=C2)N=CN=C3NC4=C(C=C(C=C4)Br)F)OC. Drug 2: CCCCC(=O)OCC(=O)C1(CC(C2=C(C1)C(=C3C(=C2O)C(=O)C4=C(C3=O)C=CC=C4OC)O)OC5CC(C(C(O5)C)O)NC(=O)C(F)(F)F)O. Cell line: CAKI-1. Synergy scores: CSS=33.3, Synergy_ZIP=-5.84, Synergy_Bliss=-3.99, Synergy_Loewe=-0.665, Synergy_HSA=-0.455.